From a dataset of Forward reaction prediction with 1.9M reactions from USPTO patents (1976-2016). Predict the product of the given reaction. (1) Given the reactants [Cl:1][C:2]1[N:6]([CH3:7])[N:5]=[C:4]([CH3:8])[C:3]=1[C:9]([OH:11])=O.C1(P(C2C=CC=CC=2)C2C=CC=CC=2)C=CC=CC=1.ClN1C(=O)CCC1=O.[CH:39]1([CH2:42][N:43]2[C:51]3[N:50]=[C:49]([CH2:52][C:53]4[CH:58]=[CH:57][C:56]([NH:59][CH3:60])=[CH:55][CH:54]=4)[NH:48][C:47]=3[C:46](=[O:61])[N:45]([CH2:62][C:63]3[CH:68]=[CH:67][CH:66]=[CH:65][C:64]=3[F:69])[C:44]2=[O:70])[CH2:41][CH2:40]1.C(N(CC)CC)C, predict the reaction product. The product is: [CH:39]1([CH2:42][N:43]2[C:51]3[N:50]=[C:49]([CH2:52][C:53]4[CH:54]=[CH:55][C:56]([N:59]([CH3:60])[C:9]([C:3]5[C:4]([CH3:8])=[N:5][N:6]([CH3:7])[C:2]=5[Cl:1])=[O:11])=[CH:57][CH:58]=4)[NH:48][C:47]=3[C:46](=[O:61])[N:45]([CH2:62][C:63]3[CH:68]=[CH:67][CH:66]=[CH:65][C:64]=3[F:69])[C:44]2=[O:70])[CH2:41][CH2:40]1. (2) The product is: [N:20]1([CH2:25][C:26]2[CH:31]=[CH:30][C:29]([CH2:32][CH2:33][NH:34][C:14]([C:11]3[CH:12]=[CH:13][C:8]([C:5]4[CH:4]=[CH:3][C:2]([F:1])=[CH:7][CH:6]=4)=[CH:9][C:10]=3[N+:17]([O-:19])=[O:18])=[O:16])=[CH:28][CH:27]=2)[CH2:24][CH2:23][CH2:22][CH2:21]1. Given the reactants [F:1][C:2]1[CH:7]=[CH:6][C:5]([C:8]2[CH:13]=[CH:12][C:11]([C:14]([OH:16])=O)=[C:10]([N+:17]([O-:19])=[O:18])[CH:9]=2)=[CH:4][CH:3]=1.[N:20]1([CH2:25][C:26]2[CH:31]=[CH:30][C:29]([CH2:32][CH2:33][NH2:34])=[CH:28][CH:27]=2)[CH2:24][CH2:23][CH2:22][CH2:21]1, predict the reaction product.